From a dataset of Catalyst prediction with 721,799 reactions and 888 catalyst types from USPTO. Predict which catalyst facilitates the given reaction. Reactant: [N:1]1(/[C:10](/[C:17]2[CH:22]=[CH:21][C:20]([CH2:23][CH3:24])=[CH:19][CH:18]=2)=[CH:11]/[C:12]([O:14]CC)=[O:13])[C:5]2[CH:6]=[CH:7][CH:8]=[CH:9][C:4]=2[N:3]=[CH:2]1. Product: [N:1]1(/[C:10](/[C:17]2[CH:22]=[CH:21][C:20]([CH2:23][CH3:24])=[CH:19][CH:18]=2)=[CH:11]/[C:12]([OH:14])=[O:13])[C:5]2[CH:6]=[CH:7][CH:8]=[CH:9][C:4]=2[N:3]=[CH:2]1. The catalyst class is: 33.